Dataset: Full USPTO retrosynthesis dataset with 1.9M reactions from patents (1976-2016). Task: Predict the reactants needed to synthesize the given product. (1) The reactants are: [CH2:1]([O:3][C:4]([C:6]1[CH:7]=[C:8]2[C:13](=[CH:14][CH:15]=1)[NH:12][CH:11]([C:16]1[CH:21]=[CH:20][C:19]([F:22])=[C:18]([Br:23])[CH:17]=1)[C:10]([CH3:25])([CH3:24])[CH:9]2O)=[O:5])[CH3:2].C([SiH](CC)CC)C.FC(F)(F)C(O)=O. Given the product [CH2:1]([O:3][C:4]([C:6]1[CH:7]=[C:8]2[C:13](=[CH:14][CH:15]=1)[NH:12][CH:11]([C:16]1[CH:21]=[CH:20][C:19]([F:22])=[C:18]([Br:23])[CH:17]=1)[C:10]([CH3:24])([CH3:25])[CH2:9]2)=[O:5])[CH3:2], predict the reactants needed to synthesize it. (2) The reactants are: F[C:2]1[C:7]([F:8])=[CH:6][C:5]([C:9]2[O:10][C:11]([C:14]3[C:15]([C:20]4[CH:25]=[CH:24][CH:23]=[CH:22][CH:21]=4)=[N:16][O:17][C:18]=3[CH3:19])=[N:12][N:13]=2)=[C:4]([O:26][CH3:27])[CH:3]=1.[NH2:28][CH2:29][CH2:30][N:31]1[CH2:35][CH2:34][NH:33][C:32]1=[O:36]. Given the product [F:8][C:7]1[CH:6]=[C:5]([C:9]2[O:10][C:11]([C:14]3[C:15]([C:20]4[CH:21]=[CH:22][CH:23]=[CH:24][CH:25]=4)=[N:16][O:17][C:18]=3[CH3:19])=[N:12][N:13]=2)[C:4]([O:26][CH3:27])=[CH:3][C:2]=1[NH:28][CH2:29][CH2:30][N:31]1[CH2:35][CH2:34][NH:33][C:32]1=[O:36], predict the reactants needed to synthesize it.